The task is: Predict the reaction yield, written as a fraction of the theoretical maximum amount of product (1.0 means a 100% yield; for example, 0.34 means a 34% yield).. This data is from Reaction yield outcomes from USPTO patents with 853,638 reactions. The reactants are [OH:1][C:2]1[CH:9]=[CH:8][C:5]([C:6]#[N:7])=[CH:4][CH:3]=1.[CH:10]1(O)[CH2:16][CH2:15][CH2:14][CH2:13][CH2:12][CH2:11]1.C(P(CCCC)CCCC)CCC.N1CCCCC1.N1CCCCC1.N(C(O)=O)=NC(O)=O. The catalyst is CCOC(C)=O.O.C1COCC1. The product is [CH:10]1([O:1][C:2]2[CH:9]=[CH:8][C:5]([C:6]#[N:7])=[CH:4][CH:3]=2)[CH2:16][CH2:15][CH2:14][CH2:13][CH2:12][CH2:11]1. The yield is 0.580.